This data is from NCI-60 drug combinations with 297,098 pairs across 59 cell lines. The task is: Regression. Given two drug SMILES strings and cell line genomic features, predict the synergy score measuring deviation from expected non-interaction effect. (1) Drug 1: CC(CN1CC(=O)NC(=O)C1)N2CC(=O)NC(=O)C2. Drug 2: C1=NC2=C(N1)C(=S)N=CN2. Cell line: NCIH23. Synergy scores: CSS=22.0, Synergy_ZIP=-6.87, Synergy_Bliss=-3.89, Synergy_Loewe=-13.0, Synergy_HSA=-1.45. (2) Drug 1: CN(C)N=NC1=C(NC=N1)C(=O)N. Drug 2: C1CC(C1)(C(=O)O)C(=O)O.[NH2-].[NH2-].[Pt+2]. Cell line: NCI-H460. Synergy scores: CSS=49.3, Synergy_ZIP=-4.19, Synergy_Bliss=-1.71, Synergy_Loewe=-6.79, Synergy_HSA=0.833. (3) Drug 1: CCC1=CC2CC(C3=C(CN(C2)C1)C4=CC=CC=C4N3)(C5=C(C=C6C(=C5)C78CCN9C7C(C=CC9)(C(C(C8N6C)(C(=O)OC)O)OC(=O)C)CC)OC)C(=O)OC.C(C(C(=O)O)O)(C(=O)O)O. Drug 2: C1=C(C(=O)NC(=O)N1)F. Cell line: BT-549. Synergy scores: CSS=60.5, Synergy_ZIP=-9.52, Synergy_Bliss=-7.18, Synergy_Loewe=-2.30, Synergy_HSA=-0.880. (4) Drug 1: CC1=C(C(CCC1)(C)C)C=CC(=CC=CC(=CC(=O)O)C)C. Drug 2: C1C(C(OC1N2C=NC3=C2NC=NCC3O)CO)O. Cell line: MDA-MB-435. Synergy scores: CSS=5.75, Synergy_ZIP=3.11, Synergy_Bliss=-2.78, Synergy_Loewe=0.0758, Synergy_HSA=-1.92.